From a dataset of Retrosynthesis with 50K atom-mapped reactions and 10 reaction types from USPTO. Predict the reactants needed to synthesize the given product. (1) Given the product Cc1cc(C)cc(CN(C)C2CCCn3c2c(-c2ccccc2)c2cc(C)c(C)cc2c3=O)c1, predict the reactants needed to synthesize it. The reactants are: C=O.Cc1cc(C)cc(CNC2CCCn3c2c(-c2ccccc2)c2cc(C)c(C)cc2c3=O)c1. (2) Given the product CS(=O)(=O)NC1CCC(Nc2nccc(-n3ccc4c(N5CCC(O)C5)cccc43)n2)CC1, predict the reactants needed to synthesize it. The reactants are: CC(C)(C)[Si](C)(C)OC1CCN(c2cccc3c2ccn3-c2ccnc(NC3CCC(NS(C)(=O)=O)CC3)n2)C1.